This data is from Forward reaction prediction with 1.9M reactions from USPTO patents (1976-2016). The task is: Predict the product of the given reaction. (1) Given the reactants C[O:2][C:3](=O)[C:4]([NH:6][C:7]1[CH:8]=[C:9]([CH:14]=[CH:15][CH:16]=1)[C:10]([O:12][CH3:13])=[O:11])=[O:5].O.[NH2:19][NH2:20], predict the reaction product. The product is: [NH:19]([C:3](=[O:2])[C:4]([NH:6][C:7]1[CH:8]=[C:9]([CH:14]=[CH:15][CH:16]=1)[C:10]([O:12][CH3:13])=[O:11])=[O:5])[NH2:20]. (2) Given the reactants Cl.[NH:2]1[C:10]2[C:5](=[CH:6][CH:7]=[CH:8][CH:9]=2)[C:4]([CH2:11][CH2:12][NH2:13])=[N:3]1.[F:14][C:15]1[CH:29]=[CH:28][C:27]([F:30])=[CH:26][C:16]=1[CH2:17][C:18]1[O:22][N:21]=[C:20]([C:23](O)=[O:24])[CH:19]=1.C(N(CC)C(C)C)(C)C.CN(C(ON1N=NC2C=CC=NC1=2)=[N+](C)C)C.F[P-](F)(F)(F)(F)F, predict the reaction product. The product is: [NH:2]1[C:10]2[C:5](=[CH:6][CH:7]=[CH:8][CH:9]=2)[C:4]([CH2:11][CH2:12][NH:13][C:23]([C:20]2[CH:19]=[C:18]([CH2:17][C:16]3[CH:26]=[C:27]([F:30])[CH:28]=[CH:29][C:15]=3[F:14])[O:22][N:21]=2)=[O:24])=[N:3]1. (3) Given the reactants C/C(/O[Si](C)(C)C)=N\[Si](C)(C)C.C(O[C@@H:17]1[S:39][C@H:38]([CH2:40][O:41][C:42](=[O:49])[C:43]2[CH:48]=[CH:47][CH:46]=[CH:45][CH:44]=2)[C@@H:28]([O:29][C:30](=[O:37])[C:31]2[CH:36]=[CH:35][CH:34]=[CH:33][CH:32]=2)[C@H:18]1[O:19][C:20](=[O:27])[C:21]1[CH:26]=[CH:25][CH:24]=[CH:23][CH:22]=1)(=O)C.[NH:50]1[CH:57]=[CH:56][C:54]([NH2:55])=[N:53][C:51]1=[O:52].FC(F)(F)S(O[Si](C)(C)C)(=O)=O, predict the reaction product. The product is: [C:20]([O:19][C@@H:18]1[C@H:28]([O:29][C:30](=[O:37])[C:31]2[CH:32]=[CH:33][CH:34]=[CH:35][CH:36]=2)[C@@H:38]([CH2:40][O:41][C:42](=[O:49])[C:43]2[CH:44]=[CH:45][CH:46]=[CH:47][CH:48]=2)[S:39][C@H:17]1[N:50]1[CH:57]=[CH:56][C:54]([NH2:55])=[N:53][C:51]1=[O:52])(=[O:27])[C:21]1[CH:22]=[CH:23][CH:24]=[CH:25][CH:26]=1. (4) Given the reactants [CH2:1]=[CH:2][C:3]1[CH:8]=[CH:7][CH:6]=[CH:5][CH:4]=1.C([Li])CCC.C=CC=C.C([Zn]CC(C)C)C(C)C, predict the reaction product. The product is: [CH2:1]=[CH:2][CH:3]=[CH2:4].[CH2:1]=[CH:2][C:3]1[CH:8]=[CH:7][CH:6]=[CH:5][CH:4]=1.